Dataset: hERG potassium channel inhibition data for cardiac toxicity prediction from Karim et al.. Task: Regression/Classification. Given a drug SMILES string, predict its toxicity properties. Task type varies by dataset: regression for continuous values (e.g., LD50, hERG inhibition percentage) or binary classification for toxic/non-toxic outcomes (e.g., AMES mutagenicity, cardiotoxicity, hepatotoxicity). Dataset: herg_karim. (1) The molecule is CN1[C@H]2CCC[C@@H]1C[C@@H](NC(=O)c1cccc3oc(C4CC4)nc13)C2. The result is 1 (blocker). (2) The drug is O=C(/C=C/c1ccc2c(c1)CN(C(=O)Cc1ccccc1)C2)NO. The result is 0 (non-blocker). (3) The drug is COc1ccc(N2CCNCC2)cc1Nc1ncc(Cl)c(-c2cnc3ccccn23)n1. The result is 1 (blocker). (4) The compound is CN(CCCN1CC2CN(CCOc3ccc(C#N)cc3F)CC(C1)O2)S(=O)(=O)c1ccccc1. The result is 0 (non-blocker).